This data is from Full USPTO retrosynthesis dataset with 1.9M reactions from patents (1976-2016). The task is: Predict the reactants needed to synthesize the given product. (1) Given the product [F:16][C:21]1[CH:20]=[C:19]([CH:25]([C:29]2[CH:34]=[CH:33][C:32]([C:35]([O:37][C:38]([CH3:39])([CH3:41])[CH3:40])=[O:36])=[CH:31][C:30]=2[NH2:42])[CH2:26][CH:27]=[O:28])[CH:24]=[CH:23][CH:22]=1, predict the reactants needed to synthesize it. The reactants are: [N+](C1C=CC(C(C2C=CC=C([F:16])C=2)=O)=CC=1)([O-])=O.[C:19]1([CH:25]([C:29]2[CH:34]=[CH:33][C:32]([C:35]([O:37][C:38]([CH3:41])([CH3:40])[CH3:39])=[O:36])=[CH:31][C:30]=2[NH2:42])[CH2:26][CH:27]=[O:28])[CH:24]=[CH:23][CH:22]=[CH:21][CH:20]=1.C1(C(C2C=CC(C(OC(C)(C)C)=O)=CC=2N)CC(OCC)=O)C=CC=CC=1. (2) Given the product [CH:8]([O:11][C:12]1[CH:17]=[CH:16][C:15]([NH:18][C:19]([NH:7][CH2:6][C:2]2[S:1][CH:5]=[CH:4][CH:3]=2)=[S:20])=[CH:14][CH:13]=1)([CH3:10])[CH3:9], predict the reactants needed to synthesize it. The reactants are: [S:1]1[CH:5]=[CH:4][CH:3]=[C:2]1[CH2:6][NH2:7].[CH:8]([O:11][C:12]1[CH:17]=[CH:16][C:15]([N:18]=[C:19]=[S:20])=[CH:14][CH:13]=1)([CH3:10])[CH3:9]. (3) Given the product [C:4]1([S:10]([NH:13][CH:14]([C:21]2[CH:26]=[CH:25][CH:24]=[C:23]([NH2:27])[CH:22]=2)[CH2:15][C:16]([O:18][CH2:19][CH3:20])=[O:17])(=[O:11])=[O:12])[CH:5]=[CH:6][CH:7]=[CH:8][CH:9]=1, predict the reactants needed to synthesize it. The reactants are: [Sn](Cl)Cl.[C:4]1([S:10]([NH:13][CH:14]([C:21]2[CH:26]=[CH:25][CH:24]=[C:23]([N+:27]([O-])=O)[CH:22]=2)[CH2:15][C:16]([O:18][CH2:19][CH3:20])=[O:17])(=[O:12])=[O:11])[CH:9]=[CH:8][CH:7]=[CH:6][CH:5]=1.C([O-])(O)=O.[Na+]. (4) The reactants are: [NH2:1][C:2]1[C:11]([I:12])=[CH:10][C:5]([C:6]([O:8][CH3:9])=[O:7])=[C:4]([Cl:13])[CH:3]=1.[N:14]([O-])=O.[Na+].O.O.[Sn](Cl)Cl. Given the product [Cl:13][C:4]1[CH:3]=[C:2]([NH:1][NH2:14])[C:11]([I:12])=[CH:10][C:5]=1[C:6]([O:8][CH3:9])=[O:7], predict the reactants needed to synthesize it. (5) The reactants are: [C:1]([Si:5]([C:25]1[CH:30]=[CH:29][CH:28]=[CH:27][CH:26]=1)([C:19]1[CH:24]=[CH:23][CH:22]=[CH:21][CH:20]=1)[O:6][CH:7]([C:16]#[C:17][CH3:18])[CH2:8][CH2:9][C:10]1[CH:15]=[CH:14][CH:13]=[CH:12][CH:11]=1)([CH3:4])([CH3:3])[CH3:2].[C:31]1(C#C[C:31]2[CH:36]=[CH:35]C=[CH:33][CH:32]=2)[CH:36]=[CH:35]C=[CH:33][CH:32]=1. Given the product [C:1]([Si:5]([O:6][CH:7]([CH2:8][CH2:9][C:10]1[CH:11]=[CH:12][CH:13]=[CH:14][CH:15]=1)[C:16]#[C:17][C:18]1[CH:35]=[CH:36][CH:31]=[CH:32][CH:33]=1)([C:19]1[CH:24]=[CH:23][CH:22]=[CH:21][CH:20]=1)[C:25]1[CH:30]=[CH:29][CH:28]=[CH:27][CH:26]=1)([CH3:2])([CH3:3])[CH3:4], predict the reactants needed to synthesize it. (6) Given the product [NH2:21][C@@H:22]1[CH2:27][CH2:26][CH2:25][N:24]([C:2]2[N:3]([CH2:10][C:11]3[CH:18]=[CH:17][CH:16]=[CH:15][C:12]=3[C:13]#[N:14])[C:4](=[O:9])[C:5]([F:8])=[CH:6][N:7]=2)[CH2:23]1, predict the reactants needed to synthesize it. The reactants are: Cl[C:2]1[N:3]([CH2:10][C:11]2[CH:18]=[CH:17][CH:16]=[CH:15][C:12]=2[C:13]#[N:14])[C:4](=[O:9])[C:5]([F:8])=[CH:6][N:7]=1.Cl.Cl.[NH2:21][C@@H:22]1[CH2:27][CH2:26][CH2:25][NH:24][CH2:23]1.C(=O)(O)[O-].[Na+]. (7) Given the product [F:20][C:2]1[CH:3]=[CH:4][C:5]([C:8]#[N:9])=[N:6][CH:7]=1, predict the reactants needed to synthesize it. The reactants are: N[C:2]1[CH:3]=[CH:4][C:5]([C:8]#[N:9])=[N:6][CH:7]=1.N([O-])=O.[Na+].N1C=CC=CC=1.[FH:20]. (8) Given the product [CH3:1][C:2]1[CH:9]=[C:8]([CH3:10])[CH:7]=[CH:6][C:3]=1[CH2:4][NH:11][C:12]1[CH:13]=[C:14]2[C:18]3=[C:19]([CH2:21][O:22][CH2:23][CH2:24][N:17]3[C@H:16]3[CH2:25][CH2:26][NH:27][CH2:28][C@@H:15]23)[CH:20]=1, predict the reactants needed to synthesize it. The reactants are: [CH3:1][C:2]1[CH:9]=[C:8]([CH3:10])[CH:7]=[CH:6][C:3]=1[CH:4]=O.[NH2:11][C:12]1[CH:13]=[C:14]2[C:18]3=[C:19]([CH2:21][O:22][CH2:23][CH2:24][N:17]3[C@H:16]3[CH2:25][CH2:26][N:27](C(OC(C)(C)C)=O)[CH2:28][C@@H:15]23)[CH:20]=1. (9) The reactants are: ClC1N=C(C2SC(N3CCCC3)=NC=2C2C=C(NS(C3C(F)=CC=CC=3F)(=O)=O)C=CC=2)C=CN=1.[Cl:36][C:37]1[N:42]=[C:41]([CH2:43][C:44]([C:46]2[C:47]([F:60])=[C:48]([NH:53][C:54](=[O:59])[O:55][CH2:56][CH:57]=[CH2:58])[CH:49]=[CH:50][C:51]=2[F:52])=O)[CH:40]=[CH:39][N:38]=1.[CH3:61][C:62]([CH3:67])([CH3:66])[C:63](=[S:65])[NH2:64]. Given the product [Cl:36][C:37]1[N:42]=[C:41]([C:43]2[S:65][C:63]([C:62]([CH3:67])([CH3:66])[CH3:61])=[N:64][C:44]=2[C:46]2[C:47]([F:60])=[C:48]([NH:53][C:54](=[O:59])[O:55][CH2:56][CH:57]=[CH2:58])[CH:49]=[CH:50][C:51]=2[F:52])[CH:40]=[CH:39][N:38]=1, predict the reactants needed to synthesize it.